From a dataset of Catalyst prediction with 721,799 reactions and 888 catalyst types from USPTO. Predict which catalyst facilitates the given reaction. Reactant: [CH3:1][CH:2]([N:4]1[C:8]2[N:9]=[C:10]([C:16]3[CH:21]=[CH:20][CH:19]=[CH:18][CH:17]=3)[CH:11]=[C:12]([C:13]([OH:15])=O)[C:7]=2[CH:6]=[N:5]1)[CH3:3].Cl.[NH:23]1[C:27]([C:28]2[CH:29]=[C:30]3[C:40](=[CH:41][CH:42]=2)[O:39][C:33]2([CH2:38][CH2:37][NH:36][CH2:35][CH2:34]2)[CH2:32][C:31]3=[O:43])=[N:26][N:25]=[N:24]1.CCN=C=NCCCN(C)C.C1C=CC2N(O)N=NC=2C=1.Cl. Product: [CH3:3][CH:2]([N:4]1[C:8]2=[N:9][C:10]([C:16]3[CH:17]=[CH:18][CH:19]=[CH:20][CH:21]=3)=[CH:11][C:12]([C:13]([N:36]3[CH2:37][CH2:38][C:33]4([CH2:32][C:31](=[O:43])[C:30]5[C:40](=[CH:41][CH:42]=[C:28]([C:27]6[NH:26][N:25]=[N:24][N:23]=6)[CH:29]=5)[O:39]4)[CH2:34][CH2:35]3)=[O:15])=[C:7]2[CH:6]=[N:5]1)[CH3:1]. The catalyst class is: 136.